Dataset: NCI-60 drug combinations with 297,098 pairs across 59 cell lines. Task: Regression. Given two drug SMILES strings and cell line genomic features, predict the synergy score measuring deviation from expected non-interaction effect. (1) Drug 1: CC(CN1CC(=O)NC(=O)C1)N2CC(=O)NC(=O)C2. Drug 2: CCCS(=O)(=O)NC1=C(C(=C(C=C1)F)C(=O)C2=CNC3=C2C=C(C=N3)C4=CC=C(C=C4)Cl)F. Cell line: NCIH23. Synergy scores: CSS=9.83, Synergy_ZIP=-4.75, Synergy_Bliss=-1.36, Synergy_Loewe=-7.03, Synergy_HSA=-4.70. (2) Drug 1: CC1C(C(CC(O1)OC2CC(CC3=C2C(=C4C(=C3O)C(=O)C5=C(C4=O)C(=CC=C5)OC)O)(C(=O)CO)O)N)O.Cl. Drug 2: C1=NC2=C(N1)C(=S)N=C(N2)N. Cell line: ACHN. Synergy scores: CSS=47.3, Synergy_ZIP=-3.06, Synergy_Bliss=-1.58, Synergy_Loewe=-0.534, Synergy_HSA=1.09. (3) Drug 1: CN1CCC(CC1)COC2=C(C=C3C(=C2)N=CN=C3NC4=C(C=C(C=C4)Br)F)OC. Drug 2: C1=CC(=CC=C1CC(C(=O)O)N)N(CCCl)CCCl.Cl. Cell line: KM12. Synergy scores: CSS=8.32, Synergy_ZIP=-1.29, Synergy_Bliss=-1.77, Synergy_Loewe=-5.00, Synergy_HSA=-4.65. (4) Drug 1: CN(C)N=NC1=C(NC=N1)C(=O)N. Drug 2: C1=C(C(=O)NC(=O)N1)F. Cell line: NCI/ADR-RES. Synergy scores: CSS=24.3, Synergy_ZIP=-12.6, Synergy_Bliss=-8.10, Synergy_Loewe=-14.6, Synergy_HSA=-8.26. (5) Drug 1: CN(C)C1=NC(=NC(=N1)N(C)C)N(C)C. Drug 2: C1CNP(=O)(OC1)N(CCCl)CCCl. Cell line: SK-OV-3. Synergy scores: CSS=-0.757, Synergy_ZIP=1.82, Synergy_Bliss=2.25, Synergy_Loewe=-1.89, Synergy_HSA=-1.13. (6) Drug 2: CC1=C(C(=O)C2=C(C1=O)N3CC4C(C3(C2COC(=O)N)OC)N4)N. Drug 1: CN(CCCl)CCCl.Cl. Synergy scores: CSS=41.3, Synergy_ZIP=5.67, Synergy_Bliss=7.48, Synergy_Loewe=-5.71, Synergy_HSA=5.33. Cell line: HCT-15. (7) Drug 1: CN(C(=O)NC(C=O)C(C(C(CO)O)O)O)N=O. Drug 2: CC(C)CN1C=NC2=C1C3=CC=CC=C3N=C2N. Cell line: EKVX. Synergy scores: CSS=-2.29, Synergy_ZIP=2.54, Synergy_Bliss=3.60, Synergy_Loewe=-0.456, Synergy_HSA=-0.127.